From a dataset of Reaction yield outcomes from USPTO patents with 853,638 reactions. Predict the reaction yield, written as a fraction of the theoretical maximum amount of product (1.0 means a 100% yield; for example, 0.34 means a 34% yield). (1) The reactants are [Br:1][C:2]1[CH:3]=[C:4]2[C:10](I)=[CH:9][N:8]([S:12]([C:15]3[CH:20]=[CH:19][C:18]([CH3:21])=[CH:17][CH:16]=3)(=[O:14])=[O:13])[C:5]2=[N:6][CH:7]=1.[CH3:22][O:23][C:24]1[CH:29]=[CH:28][CH:27]=[CH:26][C:25]=1B(O)O.C(#N)C.C([O-])([O-])=O.[Na+].[Na+]. The catalyst is CCOC(C)=O.Cl[Pd](Cl)([P](C1C=CC=CC=1)(C1C=CC=CC=1)C1C=CC=CC=1)[P](C1C=CC=CC=1)(C1C=CC=CC=1)C1C=CC=CC=1. The product is [Br:1][C:2]1[CH:3]=[C:4]2[C:10]([C:25]3[CH:26]=[CH:27][CH:28]=[CH:29][C:24]=3[O:23][CH3:22])=[CH:9][N:8]([S:12]([C:15]3[CH:20]=[CH:19][C:18]([CH3:21])=[CH:17][CH:16]=3)(=[O:14])=[O:13])[C:5]2=[N:6][CH:7]=1. The yield is 0.800. (2) The reactants are Br[C:2]1[C:3]([NH2:8])=[N:4][CH:5]=[CH:6][CH:7]=1.[CH:9]1(B(O)O)[CH2:11][CH2:10]1.C1(P(C2CCCCC2)C2CCCCC2)CCCCC1.O.O.O.P([O-])([O-])([O-])=O.[K+].[K+].[K+]. The catalyst is C1(C)C=CC=CC=1.O.C([O-])(=O)C.[Pd+2].C([O-])(=O)C. The product is [CH:9]1([C:2]2[C:3]([NH2:8])=[N:4][CH:5]=[CH:6][CH:7]=2)[CH2:11][CH2:10]1. The yield is 0.900. (3) The reactants are [N+:1]([C:4]1[CH:5]=[C:6]2[CH2:12][C:11]3([CH:17]4[CH2:18][CH2:19][N:14]([CH2:15][CH2:16]4)[CH2:13]3)[O:10][C:7]2=[N:8][CH:9]=1)([O-])=O.[H][H]. The catalyst is [Pd].CO. The product is [NH2:1][C:4]1[CH:5]=[C:6]2[CH2:12][C:11]3([CH:17]4[CH2:16][CH2:15][N:14]([CH2:19][CH2:18]4)[CH2:13]3)[O:10][C:7]2=[N:8][CH:9]=1. The yield is 0.980.